This data is from Forward reaction prediction with 1.9M reactions from USPTO patents (1976-2016). The task is: Predict the product of the given reaction. (1) Given the reactants Cl.NO.[OH-].[K+].[C:6]([C:10]1[CH:11]=[C:12](/[CH:20]=[CH:21]/[C:22]2[CH:23]=[C:24]([CH:27]=[C:28](/[CH:30]=[CH:31]/[C:32]3[CH:37]=[C:36]([C:38]([CH3:41])([CH3:40])[CH3:39])[CH:35]=[C:34]([C:42]([CH3:45])([CH3:44])[CH3:43])[CH:33]=3)[CH:29]=2)[CH2:25][OH:26])[CH:13]=[C:14]([C:16]([CH3:19])([CH3:18])[CH3:17])[CH:15]=1)([CH3:9])([CH3:8])[CH3:7].O, predict the reaction product. The product is: [C:38]([C:36]1[CH:37]=[C:32]([CH2:31][CH2:30][C:28]2[CH:27]=[C:24]([CH:23]=[C:22]([CH2:21][CH2:20][C:12]3[CH:13]=[C:14]([C:16]([CH3:19])([CH3:18])[CH3:17])[CH:15]=[C:10]([C:6]([CH3:9])([CH3:8])[CH3:7])[CH:11]=3)[CH:29]=2)[CH2:25][OH:26])[CH:33]=[C:34]([C:42]([CH3:43])([CH3:44])[CH3:45])[CH:35]=1)([CH3:39])([CH3:40])[CH3:41]. (2) Given the reactants [Cl:1][C:2]1[CH:3]=[C:4]([C:9]([C:12]2[N:16]([C:17]3[CH:22]=[CH:21][C:20]([F:23])=[CH:19][CH:18]=3)[C:15]([S:24][CH2:25][C:26]3[CH:27]=[CH:28][C:29]([F:34])=[C:30]([CH:33]=3)[C:31]#[N:32])=[N:14][CH:13]=2)([CH3:11])[CH3:10])[CH:5]=[CH:6][C:7]=1[Cl:8].C(O)(C(F)(F)F)=[O:36].OS(O)(=O)=O, predict the reaction product. The product is: [Cl:1][C:2]1[CH:3]=[C:4]([C:9]([C:12]2[N:16]([C:17]3[CH:18]=[CH:19][C:20]([F:23])=[CH:21][CH:22]=3)[C:15]([S:24][CH2:25][C:26]3[CH:27]=[CH:28][C:29]([F:34])=[C:30]([CH:33]=3)[C:31]([NH2:32])=[O:36])=[N:14][CH:13]=2)([CH3:11])[CH3:10])[CH:5]=[CH:6][C:7]=1[Cl:8]. (3) Given the reactants [CH3:16][C:11]1([CH3:17])[C:12]([CH3:15])([CH3:14])[O:13][B:9]([B:9]2[O:13][C:12]([CH3:15])([CH3:14])[C:11]([CH3:17])([CH3:16])[O:10]2)[O:10]1.Br[C:20]1[CH:21]=[CH:22][C:23]([Cl:31])=[C:24]([CH:30]=1)[O:25][CH2:26][CH2:27][S:28][CH3:29].C([O-])(=O)C.[K+], predict the reaction product. The product is: [Cl:31][C:23]1[CH:22]=[CH:21][C:20]([B:9]2[O:10][C:11]([CH3:16])([CH3:17])[C:12]([CH3:14])([CH3:15])[O:13]2)=[CH:30][C:24]=1[O:25][CH2:26][CH2:27][S:28][CH3:29].